From a dataset of Peptide-MHC class I binding affinity with 185,985 pairs from IEDB/IMGT. Regression. Given a peptide amino acid sequence and an MHC pseudo amino acid sequence, predict their binding affinity value. This is MHC class I binding data. (1) The peptide sequence is IFDDLQGSL. The MHC is HLA-A26:03 with pseudo-sequence HLA-A26:03. The binding affinity (normalized) is 0.0847. (2) The binding affinity (normalized) is 0. The peptide sequence is MPSLTMACM. The MHC is HLA-A24:02 with pseudo-sequence HLA-A24:02. (3) The peptide sequence is KEGKAGYIT. The MHC is Mamu-A11 with pseudo-sequence Mamu-A11. The binding affinity (normalized) is 0.288. (4) The peptide sequence is CYHSGGTII. The MHC is HLA-A24:02 with pseudo-sequence HLA-A24:02. The binding affinity (normalized) is 0.563. (5) The MHC is HLA-A01:01 with pseudo-sequence HLA-A01:01. The binding affinity (normalized) is 0.179. The peptide sequence is NSTSTWVTY. (6) The peptide sequence is WTDLFDNKV. The MHC is HLA-A23:01 with pseudo-sequence HLA-A23:01. The binding affinity (normalized) is 0.0847.